From a dataset of Merck oncology drug combination screen with 23,052 pairs across 39 cell lines. Regression. Given two drug SMILES strings and cell line genomic features, predict the synergy score measuring deviation from expected non-interaction effect. (1) Drug 1: N.N.O=C(O)C1(C(=O)O)CCC1.[Pt]. Drug 2: CCN(CC)CCNC(=O)c1c(C)[nH]c(C=C2C(=O)Nc3ccc(F)cc32)c1C. Cell line: NCIH520. Synergy scores: synergy=8.56. (2) Drug 1: CN1C(=O)C=CC2(C)C3CCC4(C)C(NC(=O)OCC(F)(F)F)CCC4C3CCC12. Drug 2: CCC1(O)CC2CN(CCc3c([nH]c4ccccc34)C(C(=O)OC)(c3cc4c(cc3OC)N(C)C3C(O)(C(=O)OC)C(OC(C)=O)C5(CC)C=CCN6CCC43C65)C2)C1. Cell line: A2780. Synergy scores: synergy=-15.7. (3) Drug 1: O=S1(=O)NC2(CN1CC(F)(F)F)C1CCC2Cc2cc(C=CCN3CCC(C(F)(F)F)CC3)ccc2C1. Drug 2: CCC1=CC2CN(C1)Cc1c([nH]c3ccccc13)C(C(=O)OC)(c1cc3c(cc1OC)N(C)C1C(O)(C(=O)OC)C(OC(C)=O)C4(CC)C=CCN5CCC31C54)C2. Cell line: CAOV3. Synergy scores: synergy=-24.2. (4) Drug 1: COc1cccc2c1C(=O)c1c(O)c3c(c(O)c1C2=O)CC(O)(C(=O)CO)CC3OC1CC(N)C(O)C(C)O1. Drug 2: CS(=O)(=O)CCNCc1ccc(-c2ccc3ncnc(Nc4ccc(OCc5cccc(F)c5)c(Cl)c4)c3c2)o1. Cell line: PA1. Synergy scores: synergy=-8.62. (5) Drug 1: O=c1[nH]cc(F)c(=O)[nH]1. Drug 2: CNC(=O)c1cc(Oc2ccc(NC(=O)Nc3ccc(Cl)c(C(F)(F)F)c3)cc2)ccn1. Cell line: A2058. Synergy scores: synergy=1.49.